This data is from Reaction yield outcomes from USPTO patents with 853,638 reactions. The task is: Predict the reaction yield, written as a fraction of the theoretical maximum amount of product (1.0 means a 100% yield; for example, 0.34 means a 34% yield). (1) The reactants are [NH2:1][CH2:2][CH:3]1[N:8]2[N:9]=[C:10]([C:14]3[CH:19]=[CH:18][C:17]([O:20][C:21]4[CH:26]=[CH:25][CH:24]=[CH:23][CH:22]=4)=[CH:16][CH:15]=3)[C:11]([C:12]#[N:13])=[C:7]2[NH:6][CH2:5][CH2:4]1.CS(C)=[O:29].[OH-].[Na+].OO. The catalyst is CCO. The product is [NH2:1][CH2:2][CH:3]1[N:8]2[N:9]=[C:10]([C:14]3[CH:19]=[CH:18][C:17]([O:20][C:21]4[CH:26]=[CH:25][CH:24]=[CH:23][CH:22]=4)=[CH:16][CH:15]=3)[C:11]([C:12]([NH2:13])=[O:29])=[C:7]2[NH:6][CH2:5][CH2:4]1. The yield is 0.640. (2) The yield is 0.730. The reactants are [C:1](Cl)(=[O:10])[CH2:2][CH2:3][C:4]1[CH:9]=[CH:8][CH:7]=[CH:6][CH:5]=1.[C:12]([C:15]1[O:19][C:18]([C:20]2[CH:21]=[C:22]([S:26]([NH2:29])(=[O:28])=[O:27])[CH:23]=[CH:24][CH:25]=2)=[CH:17][CH:16]=1)(=[O:14])[CH3:13].C(N(CC)CC)C. The catalyst is ClCCl. The product is [C:12]([C:15]1[O:19][C:18]([C:20]2[CH:21]=[C:22]([S:26]([NH:29][C:1](=[O:10])[CH2:2][CH2:3][C:4]3[CH:9]=[CH:8][CH:7]=[CH:6][CH:5]=3)(=[O:27])=[O:28])[CH:23]=[CH:24][CH:25]=2)=[CH:17][CH:16]=1)(=[O:14])[CH3:13]. (3) The reactants are C[O:2][C:3]1[CH:8]=[CH:7][C:6]([N:9]([CH2:13][C:14]([CH3:16])=[CH2:15])[C:10](=[O:12])[CH3:11])=[CH:5][CH:4]=1.[Cl-].[Al+3].[Cl-].[Cl-]. The catalyst is ClC1C=CC=CC=1.O.C(OCC)(=O)C. The product is [C:10]([N:9]1[C:6]2[C:5](=[CH:4][C:3]([OH:2])=[CH:8][CH:7]=2)[C:14]([CH3:16])([CH3:15])[CH2:13]1)(=[O:12])[CH3:11]. The yield is 0.330. (4) The reactants are [Cl:1][C:2]1[CH:7]=[CH:6][C:5]([C:8]2[N:9]=[C:10]([CH2:13][C:14]([O:16]CC)=[O:15])[S:11][CH:12]=2)=[CH:4][CH:3]=1.[OH-].[K+]. The catalyst is CCO.O. The product is [Cl:1][C:2]1[CH:3]=[CH:4][C:5]([C:8]2[N:9]=[C:10]([CH2:13][C:14]([OH:16])=[O:15])[S:11][CH:12]=2)=[CH:6][CH:7]=1. The yield is 0.890. (5) The reactants are [Cl-].O[NH3+:3].[C:4](=[O:7])([O-])[OH:5].[Na+].CS(C)=O.[CH2:13]([C:17]1[N:18]=[C:19]([CH3:49])[N:20]([C:40]2[CH:45]=[CH:44][CH:43]=[C:42]([CH:46]([OH:48])[CH3:47])[CH:41]=2)[C:21](=[O:39])[C:22]=1[CH2:23][C:24]1[CH:29]=[CH:28][C:27]([C:30]2[C:31]([C:36]#[N:37])=[CH:32][CH:33]=[CH:34][CH:35]=2)=[CH:26][C:25]=1[F:38])[CH2:14][CH2:15][CH3:16]. The catalyst is O.C(OCC)(=O)C. The product is [CH2:13]([C:17]1[N:18]=[C:19]([CH3:49])[N:20]([C:40]2[CH:45]=[CH:44][CH:43]=[C:42]([CH:46]([OH:48])[CH3:47])[CH:41]=2)[C:21](=[O:39])[C:22]=1[CH2:23][C:24]1[CH:29]=[CH:28][C:27]([C:30]2[CH:35]=[CH:34][CH:33]=[CH:32][C:31]=2[C:36]2[NH:3][C:4](=[O:7])[O:5][N:37]=2)=[CH:26][C:25]=1[F:38])[CH2:14][CH2:15][CH3:16]. The yield is 0.600. (6) The reactants are [CH2:1]([O:3][C:4]1[CH:5]=[CH:6][C:7]([F:18])=[C:8]([C:10]2[CH:15]=[C:14]([CH3:16])[N:13]=[C:12](I)[N:11]=2)[CH:9]=1)[CH3:2].[O:19]=[C:20]1[C@@:25]([NH:29][C:30](=[O:36])[O:31][C:32]([CH3:35])([CH3:34])[CH3:33])([CH2:26][C:27]#[CH:28])[CH2:24][CH2:23][CH2:22][N:21]1[CH2:37][O:38][CH2:39][CH2:40][Si:41]([CH3:44])([CH3:43])[CH3:42].N(CC)CC. The catalyst is C1COCC1.CCOC(C)=O.CCCC(C)C.[Cu](I)I. The product is [CH2:1]([O:3][C:4]1[CH:5]=[CH:6][C:7]([F:18])=[C:8]([C:10]2[CH:15]=[C:14]([CH3:16])[N:13]=[C:12]([C:28]#[C:27][CH2:26][C@@:25]3([NH:29][C:30](=[O:36])[O:31][C:32]([CH3:34])([CH3:33])[CH3:35])[CH2:24][CH2:23][CH2:22][N:21]([CH2:37][O:38][CH2:39][CH2:40][Si:41]([CH3:43])([CH3:42])[CH3:44])[C:20]3=[O:19])[N:11]=2)[CH:9]=1)[CH3:2]. The yield is 0.714.